This data is from Full USPTO retrosynthesis dataset with 1.9M reactions from patents (1976-2016). The task is: Predict the reactants needed to synthesize the given product. (1) Given the product [CH2:40]([O:42][C:47]1[CH:48]=[CH:49][C:3]([C:2]([O:20][C:17]2[CH:16]=[CH:15][C:14]([C:11]3[CH:12]=[CH:13][C:8]([O:7][C@H:2]([CH3:1])[CH2:3][CH2:4][CH:5]=[CH2:6])=[C:9]([N+:21]([O-:23])=[O:22])[CH:10]=3)=[CH:19][CH:18]=2)=[O:7])=[CH:4][CH:5]=1)[CH2:39][CH2:43][CH2:44][CH2:36][CH2:24][CH2:25][CH2:26][CH2:27][CH2:28][CH2:29][CH3:30], predict the reactants needed to synthesize it. The reactants are: [CH3:1][C@@H:2]([O:7][C:8]1[CH:13]=[CH:12][C:11]([C:14]2[CH:19]=[CH:18][C:17]([OH:20])=[CH:16][CH:15]=2)=[CH:10][C:9]=1[N+:21]([O-:23])=[O:22])[CH2:3][CH2:4][CH:5]=[CH2:6].[CH2:24]([C:36]1[CH:44]=[CH:43][C:39]([C:40]([OH:42])=O)=CC=1)[CH2:25][CH2:26][CH2:27][CH2:28][CH2:29][CH2:30]CCCCC.CN(C)[CH2:47][CH2:48][CH2:49]N=C=NCC. (2) Given the product [Cl:1][C:2]1[N:7]=[CH:6][C:5]([CH2:8][CH2:9][N:18]2[CH:11]3[CH2:17][CH2:16][CH:15]2[CH2:14][O:13][CH2:12]3)=[CH:4][CH:3]=1, predict the reactants needed to synthesize it. The reactants are: [Cl:1][C:2]1[N:7]=[CH:6][C:5]([CH2:8][CH2:9]O)=[CH:4][CH:3]=1.[CH:11]12[NH:18][CH:15]([CH2:16][CH2:17]1)[CH2:14][O:13][CH2:12]2.